This data is from Forward reaction prediction with 1.9M reactions from USPTO patents (1976-2016). The task is: Predict the product of the given reaction. (1) Given the reactants N1[CH2:4][CH:3]([N:5]2[CH2:9][C:8]3[CH:10]=[C:11]([C:14]4[C:22]5[C:17](=[CH:18][C:19]([F:23])=[CH:20][CH:21]=5)[NH:16][CH:15]=4)[CH:12]=[CH:13][C:7]=3[S:6]2(=[O:25])=[O:24])[CH2:2]1.[CH2:26]=[O:27].[BH3-][C:29]#[N:30].[Na+], predict the reaction product. The product is: [F:23][C:19]1[CH:18]=[C:17]2[C:22]([C:14]([C:11]3[CH:12]=[CH:13][C:7]4[S:6](=[O:25])(=[O:24])[N:5]([CH:3]5[CH2:4][N:30]([CH3:29])[CH2:2]5)[CH2:9][C:8]=4[CH:10]=3)=[CH:15][N:16]2[CH2:26][OH:27])=[CH:21][CH:20]=1. (2) Given the reactants [Br-].[CH:2]1[C:11]2[C:6](=[CH:7][CH:8]=[CH:9][CH:10]=2)[CH:5]=[CH:4][C:3]=1[CH:12]([P+](C1C=CC=CC=1)(C1C=CC=CC=1)C1C=CC=CC=1)[CH3:13].[Li]CCCC.[CH:38]([C:41]1[CH:42]=[C:43]([CH:47]([CH3:51])[CH2:48][CH:49]=O)[CH:44]=[CH:45][CH:46]=1)([CH3:40])[CH3:39].O, predict the reaction product. The product is: [CH:38]([C:41]1[CH:42]=[C:43]([CH:47]([CH3:51])[CH2:48][CH:49]=[C:12]([C:3]2[CH:4]=[CH:5][C:6]3[C:11](=[CH:10][CH:9]=[CH:8][CH:7]=3)[CH:2]=2)[CH3:13])[CH:44]=[CH:45][CH:46]=1)([CH3:40])[CH3:39]. (3) Given the reactants [CH3:1][N:2]1[C:6]([NH:7][C:8]2[N:13]3[N:14]=[CH:15][C:16]([C:17](O)=[O:18])=[C:12]3[N:11]=[CH:10][C:9]=2[C:20]([N:22]2[CH2:27][CH2:26][CH:25]([C:28]3[CH:33]=[CH:32][CH:31]=[CH:30][CH:29]=3)[CH2:24][CH2:23]2)=[O:21])=[CH:5][CH:4]=[N:3]1.[CH2:34]([S:36]([NH2:39])(=[O:38])=[O:37])[CH3:35], predict the reaction product. The product is: [CH3:1][N:2]1[C:6]([NH:7][C:8]2[N:13]3[N:14]=[CH:15][C:16]([C:17]([NH:39][S:36]([CH2:34][CH3:35])(=[O:38])=[O:37])=[O:18])=[C:12]3[N:11]=[CH:10][C:9]=2[C:20]([N:22]2[CH2:27][CH2:26][CH:25]([C:28]3[CH:33]=[CH:32][CH:31]=[CH:30][CH:29]=3)[CH2:24][CH2:23]2)=[O:21])=[CH:5][CH:4]=[N:3]1. (4) Given the reactants [Li]OC(C)=O.O.O.[Cl:8][C:9]1[CH:10]=[CH:11][C:12]2[O:17][CH2:16][C:15](C(O)=O)=[CH:14][C:13]=2[CH:21]=1.C1C(=O)N([Br:29])C(=O)C1, predict the reaction product. The product is: [Br:29][C:15]1[CH2:16][O:17][C:12]2[C:13]([CH:14]=1)=[CH:21][C:9]([Cl:8])=[CH:10][CH:11]=2. (5) The product is: [C:50]([OH:51])([C:20]([F:23])([F:33])[F:19])=[O:53].[C:39]([C:37]1[C:36]([NH:42][C:43]2[CH:48]=[CH:47][N:46]=[C:45]([F:49])[CH:44]=2)=[N:35][N:34]([C:27]2([CH2:26][C:24]#[N:25])[CH2:32][CH2:31][N:30]([C:1]([O:22][CH2:21][CH:20]([F:23])[F:19])=[O:2])[CH2:29][CH:28]2[F:33])[CH:38]=1)(=[O:40])[NH2:41]. Given the reactants [C:1](ON1C(=O)CCC1=O)(ON1C(=O)CCC1=O)=[O:2].[F:19][CH:20]([F:23])[CH2:21][OH:22].[C:24]([CH2:26][C:27]1([N:34]2[CH:38]=[C:37]([C:39]([NH2:41])=[O:40])[C:36]([NH:42][C:43]3[CH:48]=[CH:47][N:46]=[C:45]([F:49])[CH:44]=3)=[N:35]2)[CH2:32][CH2:31][NH:30][CH2:29][CH:28]1[F:33])#[N:25].[C:50](=[O:53])([O-])[O-:51], predict the reaction product.